Dataset: TCR-epitope binding with 47,182 pairs between 192 epitopes and 23,139 TCRs. Task: Binary Classification. Given a T-cell receptor sequence (or CDR3 region) and an epitope sequence, predict whether binding occurs between them. (1) The epitope is GLCTLVAML. The TCR CDR3 sequence is CASSLGLEGTNQPQHF. Result: 0 (the TCR does not bind to the epitope). (2) The epitope is KPLEFGATSAAL. The TCR CDR3 sequence is CASSAPGLAHEQFF. Result: 1 (the TCR binds to the epitope). (3) The epitope is FLPRVFSAV. The TCR CDR3 sequence is CASSYTQGPGYTF. Result: 1 (the TCR binds to the epitope). (4) The epitope is YIFFASFYY. The TCR CDR3 sequence is CASYSGGTTAVTLHF. Result: 1 (the TCR binds to the epitope). (5) The epitope is SEETGTLIV. The TCR CDR3 sequence is CASTGGSYEQYF. Result: 0 (the TCR does not bind to the epitope). (6) The TCR CDR3 sequence is CASSPLAGVSDTQYF. The epitope is RPPIFIRRL. Result: 0 (the TCR does not bind to the epitope). (7) The epitope is KRWIIMGLNK. The TCR CDR3 sequence is CASSPGQGAINSPLHF. Result: 0 (the TCR does not bind to the epitope).